This data is from Full USPTO retrosynthesis dataset with 1.9M reactions from patents (1976-2016). The task is: Predict the reactants needed to synthesize the given product. (1) Given the product [O:29]=[C:25]1[CH2:24][O:23][C:22]2[CH:21]=[CH:20][C:19]([N:9]3[C@H:10]([C:13]4[CH:14]=[CH:15][CH:16]=[CH:17][CH:18]=4)[CH2:11][O:12][C@H:7]([CH2:6][C:30]#[N:31])[CH2:8]3)=[N:28][C:27]=2[NH:26]1, predict the reactants needed to synthesize it. The reactants are: CS(O[CH2:6][C@H:7]1[O:12][CH2:11][C@@H:10]([C:13]2[CH:18]=[CH:17][CH:16]=[CH:15][CH:14]=2)[N:9]([C:19]2[CH:20]=[CH:21][C:22]3[O:23][CH2:24][C:25](=[O:29])[NH:26][C:27]=3[N:28]=2)[CH2:8]1)(=O)=O.[C-:30]#[N:31].[Na+]. (2) Given the product [CH2:4]([N:11]1[CH2:12][CH:13]=[C:14]([CH:17]([CH3:19])[CH3:18])[CH2:15][CH2:16]1)[C:5]1[CH:10]=[CH:9][CH:8]=[CH:7][CH:6]=1, predict the reactants needed to synthesize it. The reactants are: [BH4-].[Na+].[Br-].[CH2:4]([N+:11]1[CH:16]=[CH:15][C:14]([CH:17]([CH3:19])[CH3:18])=[CH:13][CH:12]=1)[C:5]1[CH:10]=[CH:9][CH:8]=[CH:7][CH:6]=1.O. (3) Given the product [CH3:1][N:2]1[C:6]([NH:7][C:34]([N:31]2[CH2:32][CH2:33][C:27]3([O:26][CH2:25][C@@H:24]([C:20]4[CH:21]=[CH:22][CH:23]=[C:18]([C:15]5[CH:14]=[CH:13][C:12]([C:11]([F:47])([F:10])[F:46])=[CH:17][N:16]=5)[CH:19]=4)[CH2:28]3)[CH2:29][CH2:30]2)=[O:35])=[N:5][N:4]=[N:3]1, predict the reactants needed to synthesize it. The reactants are: [CH3:1][N:2]1[C:6]([NH2:7])=[N:5][N:4]=[N:3]1.[H-].[Na+].[F:10][C:11]([F:47])([F:46])[C:12]1[CH:13]=[CH:14][C:15]([C:18]2[CH:19]=[C:20]([C@H:24]3[CH2:28][C:27]4([CH2:33][CH2:32][N:31]([C:34](OC5C=CC([N+]([O-])=O)=CC=5)=[O:35])[CH2:30][CH2:29]4)[O:26][CH2:25]3)[CH:21]=[CH:22][CH:23]=2)=[N:16][CH:17]=1. (4) Given the product [CH3:18][C:19]1[S:13][C:9]([C:10]2[CH:3]=[CH:4][N:5]=[N:6][CH:12]=2)=[N:15][C:20]=1[OH:23], predict the reactants needed to synthesize it. The reactants are: C([C:3]1C=C[N:6]=[N:5][CH:4]=1)#N.[C:9](O)(=[S:13])[CH:10]([CH3:12])O.[N:15]1[CH:20]=[CH:19][CH:18]=CC=1.CC[OH:23].